Dataset: NCI-60 drug combinations with 297,098 pairs across 59 cell lines. Task: Regression. Given two drug SMILES strings and cell line genomic features, predict the synergy score measuring deviation from expected non-interaction effect. (1) Drug 1: CNC(=O)C1=CC=CC=C1SC2=CC3=C(C=C2)C(=NN3)C=CC4=CC=CC=N4. Drug 2: C1CCN(CC1)CCOC2=CC=C(C=C2)C(=O)C3=C(SC4=C3C=CC(=C4)O)C5=CC=C(C=C5)O. Cell line: CAKI-1. Synergy scores: CSS=11.5, Synergy_ZIP=-0.700, Synergy_Bliss=1.07, Synergy_Loewe=1.18, Synergy_HSA=0.651. (2) Drug 1: CCCCC(=O)OCC(=O)C1(CC(C2=C(C1)C(=C3C(=C2O)C(=O)C4=C(C3=O)C=CC=C4OC)O)OC5CC(C(C(O5)C)O)NC(=O)C(F)(F)F)O. Drug 2: C1=NC(=NC(=O)N1C2C(C(C(O2)CO)O)O)N. Cell line: COLO 205. Synergy scores: CSS=53.5, Synergy_ZIP=-3.13, Synergy_Bliss=-3.74, Synergy_Loewe=-1.67, Synergy_HSA=0.0321. (3) Drug 1: CC1=C(C(=CC=C1)Cl)NC(=O)C2=CN=C(S2)NC3=CC(=NC(=N3)C)N4CCN(CC4)CCO. Drug 2: CN(CCCl)CCCl.Cl. Cell line: UACC62. Synergy scores: CSS=25.1, Synergy_ZIP=-8.97, Synergy_Bliss=-3.65, Synergy_Loewe=-0.610, Synergy_HSA=-0.347. (4) Drug 1: CCC1(CC2CC(C3=C(CCN(C2)C1)C4=CC=CC=C4N3)(C5=C(C=C6C(=C5)C78CCN9C7C(C=CC9)(C(C(C8N6C=O)(C(=O)OC)O)OC(=O)C)CC)OC)C(=O)OC)O.OS(=O)(=O)O. Drug 2: CCN(CC)CCCC(C)NC1=C2C=C(C=CC2=NC3=C1C=CC(=C3)Cl)OC. Cell line: 786-0. Synergy scores: CSS=14.2, Synergy_ZIP=-5.73, Synergy_Bliss=-0.320, Synergy_Loewe=-0.0582, Synergy_HSA=-0.404. (5) Drug 1: C1C(C(OC1N2C=C(C(=O)NC2=O)F)CO)O. Drug 2: C1CCC(C(C1)N)N.C(=O)(C(=O)[O-])[O-].[Pt+4]. Cell line: NCI-H322M. Synergy scores: CSS=1.52, Synergy_ZIP=-0.0165, Synergy_Bliss=3.16, Synergy_Loewe=-15.3, Synergy_HSA=-3.99. (6) Drug 1: C1CCC(CC1)NC(=O)N(CCCl)N=O. Drug 2: N.N.Cl[Pt+2]Cl. Cell line: M14. Synergy scores: CSS=0.692, Synergy_ZIP=0.681, Synergy_Bliss=1.35, Synergy_Loewe=-1.24, Synergy_HSA=-0.957. (7) Drug 1: CNC(=O)C1=CC=CC=C1SC2=CC3=C(C=C2)C(=NN3)C=CC4=CC=CC=N4. Drug 2: CC1=C(C(=CC=C1)Cl)NC(=O)C2=CN=C(S2)NC3=CC(=NC(=N3)C)N4CCN(CC4)CCO. Cell line: HCT-15. Synergy scores: CSS=14.2, Synergy_ZIP=0.772, Synergy_Bliss=1.11, Synergy_Loewe=-2.21, Synergy_HSA=0.353. (8) Drug 1: C1=NC2=C(N=C(N=C2N1C3C(C(C(O3)CO)O)F)Cl)N. Drug 2: CCC1(CC2CC(C3=C(CCN(C2)C1)C4=CC=CC=C4N3)(C5=C(C=C6C(=C5)C78CCN9C7C(C=CC9)(C(C(C8N6C)(C(=O)OC)O)OC(=O)C)CC)OC)C(=O)OC)O.OS(=O)(=O)O. Cell line: NCI-H522. Synergy scores: CSS=5.55, Synergy_ZIP=-2.02, Synergy_Bliss=-0.0936, Synergy_Loewe=-1.72, Synergy_HSA=1.32. (9) Drug 1: CC1=C(C=C(C=C1)C(=O)NC2=CC(=CC(=C2)C(F)(F)F)N3C=C(N=C3)C)NC4=NC=CC(=N4)C5=CN=CC=C5. Drug 2: CC(C)CN1C=NC2=C1C3=CC=CC=C3N=C2N. Cell line: HOP-62. Synergy scores: CSS=-2.07, Synergy_ZIP=-0.869, Synergy_Bliss=-4.03, Synergy_Loewe=-8.81, Synergy_HSA=-7.44. (10) Drug 1: CC(C1=C(C=CC(=C1Cl)F)Cl)OC2=C(N=CC(=C2)C3=CN(N=C3)C4CCNCC4)N. Drug 2: CC1=C(C=C(C=C1)NC(=O)C2=CC=C(C=C2)CN3CCN(CC3)C)NC4=NC=CC(=N4)C5=CN=CC=C5. Cell line: SN12C. Synergy scores: CSS=5.06, Synergy_ZIP=1.00, Synergy_Bliss=3.93, Synergy_Loewe=-8.46, Synergy_HSA=-2.35.